From a dataset of Forward reaction prediction with 1.9M reactions from USPTO patents (1976-2016). Predict the product of the given reaction. (1) Given the reactants [C:1]([O:5][C:6](=[O:24])[NH:7][C@H:8]([CH2:14][C:15]1[CH:20]=[C:19]([F:21])[C:18]([F:22])=[CH:17][C:16]=1[F:23])[CH2:9][C:10]([NH:12][NH2:13])=O)([CH3:4])([CH3:3])[CH3:2].Cl[C:26]1[C:27]2[N:28]([N:32]=[C:33]([C:35]([F:38])([F:37])[F:36])[CH:34]=2)[CH:29]=[CH:30][N:31]=1, predict the reaction product. The product is: [C:1]([O:5][C:6](=[O:24])[NH:7][C@H:8]([CH2:14][C:15]1[CH:20]=[C:19]([F:21])[C:18]([F:22])=[CH:17][C:16]=1[F:23])[CH2:9][C:10]1[N:31]2[C:26]([C:27]3[N:28]([N:32]=[C:33]([C:35]([F:38])([F:36])[F:37])[CH:34]=3)[CH:29]=[CH:30]2)=[N:13][N:12]=1)([CH3:4])([CH3:3])[CH3:2]. (2) The product is: [CH:33]1([CH:28]([O:27][C:25](=[O:26])[NH:1][C:2]2[CH:7]=[CH:6][C:5]([C:8]3[N:9]([CH:20]4[CH2:21][CH2:22][CH2:23]4)[C:10]4[C:15]([C:16]=3[C:17]#[N:18])=[CH:14][CH:13]=[C:12]([OH:19])[CH:11]=4)=[CH:4][CH:3]=2)[CH3:29])[CH2:32][CH2:31]1. Given the reactants [NH2:1][C:2]1[CH:7]=[CH:6][C:5]([C:8]2[N:9]([CH:20]3[CH2:23][CH2:22][CH2:21]3)[C:10]3[C:15]([C:16]=2[C:17]#[N:18])=[CH:14][CH:13]=[C:12]([OH:19])[CH:11]=3)=[CH:4][CH:3]=1.Cl[C:25]([O:27][C:28]1[CH:33]=[CH:32][C:31]([N+]([O-])=O)=C[CH:29]=1)=[O:26].C1(C(C)O)CC1, predict the reaction product. (3) Given the reactants [CH2:1]([C:4]1[N:5]=[N:6][N:7]([CH2:9][C:10]([N:12]2[CH2:17][CH2:16][O:15][CH:14]([C:18]([O:20]CC3C=CC=CC=3)=[O:19])[CH2:13]2)=[O:11])[CH:8]=1)[CH2:2][CH3:3].O.[OH-].[Li+], predict the reaction product. The product is: [CH2:1]([C:4]1[N:5]=[N:6][N:7]([CH2:9][C:10]([N:12]2[CH2:17][CH2:16][O:15][CH:14]([C:18]([OH:20])=[O:19])[CH2:13]2)=[O:11])[CH:8]=1)[CH2:2][CH3:3]. (4) Given the reactants Br[C:2]1[C:3](=[O:16])[N:4]([CH3:15])[C:5](=[O:14])[C:6]=1[N:7]1[CH2:12][CH2:11][C:10](=[O:13])[CH2:9][CH2:8]1.CC1(C)C(C)(C)OB([C:25]2[CH:42]=[CH:41][C:28]([O:29][CH2:30][C:31]3[CH:40]=[CH:39][C:38]4[C:33](=[CH:34][CH:35]=[CH:36][CH:37]=4)[N:32]=3)=[CH:27][CH:26]=2)O1.C([O-])([O-])=O.[Na+].[Na+], predict the reaction product. The product is: [CH3:15][N:4]1[C:3](=[O:16])[C:2]([C:25]2[CH:26]=[CH:27][C:28]([O:29][CH2:30][C:31]3[CH:40]=[CH:39][C:38]4[C:33](=[CH:34][CH:35]=[CH:36][CH:37]=4)[N:32]=3)=[CH:41][CH:42]=2)=[C:6]([N:7]2[CH2:12][CH2:11][C:10](=[O:13])[CH2:9][CH2:8]2)[C:5]1=[O:14]. (5) Given the reactants [Cl:1][C:2]1[CH:3]=[CH:4][C:5]2[N:6]([CH:8]=[C:9]([CH3:11])[N:10]=2)[N:7]=1.[Br:12]N1C(=O)CCC1=O, predict the reaction product. The product is: [Br:12][C:8]1[N:6]2[N:7]=[C:2]([Cl:1])[CH:3]=[CH:4][C:5]2=[N:10][C:9]=1[CH3:11]. (6) Given the reactants [N:1]1([C:6]([C@H:8]2[CH2:13][CH2:12][C@H:11]([C:14]([O:16]C)=[O:15])[CH2:10][CH2:9]2)=[O:7])[CH2:5][CH2:4][CH2:3][CH2:2]1.[OH-].[Na+], predict the reaction product. The product is: [N:1]1([C:6]([C@H:8]2[CH2:13][CH2:12][C@H:11]([C:14]([OH:16])=[O:15])[CH2:10][CH2:9]2)=[O:7])[CH2:2][CH2:3][CH2:4][CH2:5]1. (7) Given the reactants C(OC([N:8]1[CH2:13][CH2:12][CH:11]([C:14]2[N:19]=[C:18]([C:20]3[CH:25]=[C:24]([C:26]([F:29])([F:28])[F:27])[CH:23]=[C:22]([C:30]([F:33])([F:32])[F:31])[CH:21]=3)[CH:17]=[CH:16][N:15]=2)[CH2:10][CH2:9]1)=O)(C)(C)C.C(C(O)=O)(F)(F)F, predict the reaction product. The product is: [F:33][C:30]([F:31])([F:32])[C:22]1[CH:21]=[C:20]([C:18]2[CH:17]=[CH:16][N:15]=[C:14]([CH:11]3[CH2:12][CH2:13][NH:8][CH2:9][CH2:10]3)[N:19]=2)[CH:25]=[C:24]([C:26]([F:29])([F:27])[F:28])[CH:23]=1.